From a dataset of Full USPTO retrosynthesis dataset with 1.9M reactions from patents (1976-2016). Predict the reactants needed to synthesize the given product. (1) Given the product [O:11]([CH2:10][CH2:9][N:1]1[CH2:6][CH2:5][C:4](=[O:7])[CH2:3][CH2:2]1)[C:12]1[CH:17]=[CH:16][CH:15]=[CH:14][CH:13]=1, predict the reactants needed to synthesize it. The reactants are: [NH:1]1[CH2:6][CH2:5][C:4](=[O:7])[CH2:3][CH2:2]1.Cl[CH2:9][CH2:10][O:11][C:12]1[CH:17]=[CH:16][CH:15]=[CH:14][CH:13]=1. (2) Given the product [OH:8][C:5]1[C:6](=[O:7])[CH:1]=[C:2]([CH3:9])[O:3][CH:4]=1, predict the reactants needed to synthesize it. The reactants are: [CH:1]1[C:6](=[O:7])[C:5]([OH:8])=[CH:4][O:3][C:2]=1[CH2:9]Cl.Cl. (3) Given the product [Cl:1][C:2]1[CH:3]=[CH:4][C:5]2[N:11]([CH3:12])[C:10](=[O:13])[CH:9]([NH:14]/[C:15](/[NH:19][C:20]3[C:29]4[C:24](=[CH:25][CH:26]=[CH:27][CH:28]=4)[C:23]([N:30]4[CH2:31][CH2:32][O:33][CH2:34][CH2:35]4)=[CH:22][CH:21]=3)=[N:16]/[C:17]([NH2:18])=[O:48])[N:8]=[C:7]([C:36]3[CH:41]=[CH:40][CH:39]=[CH:38][C:37]=3[Cl:42])[C:6]=2[CH:43]=1, predict the reactants needed to synthesize it. The reactants are: [Cl:1][C:2]1[CH:3]=[CH:4][C:5]2[N:11]([CH3:12])[C:10](=[O:13])[CH:9]([NH:14][C:15]([NH:19][C:20]3[C:29]4[C:24](=[CH:25][CH:26]=[CH:27][CH:28]=4)[C:23]([N:30]4[CH2:35][CH2:34][O:33][CH2:32][CH2:31]4)=[CH:22][CH:21]=3)=[N:16][C:17]#[N:18])[N:8]=[C:7]([C:36]3[CH:41]=[CH:40][CH:39]=[CH:38][C:37]=3[Cl:42])[C:6]=2[CH:43]=1.O.FC(F)(F)C(O)=[O:48]. (4) The reactants are: [C:1]([Si:5]([CH3:8])([CH3:7])Cl)([CH3:4])([CH3:3])[CH3:2].[C:9]([O:13][C:14]([NH:16][C@@H:17]1[CH2:22][CH2:21][N:20]([C:23]([O:25][CH2:26][C:27]2[CH:32]=[CH:31][CH:30]=[CH:29][CH:28]=2)=[O:24])[CH2:19][C@H:18]1[OH:33])=[O:15])([CH3:12])([CH3:11])[CH3:10].N1C=CN=C1. Given the product [C:9]([O:13][C:14]([NH:16][C@@H:17]1[CH2:22][CH2:21][N:20]([C:23]([O:25][CH2:26][C:27]2[CH:32]=[CH:31][CH:30]=[CH:29][CH:28]=2)=[O:24])[CH2:19][C@H:18]1[O:33][Si:5]([C:1]([CH3:4])([CH3:3])[CH3:2])([CH3:8])[CH3:7])=[O:15])([CH3:12])([CH3:10])[CH3:11], predict the reactants needed to synthesize it. (5) Given the product [Br:8][C:6]1[CH:7]=[C:2]2[NH:1][C:10](=[O:12])[CH2:9][C:3]2=[N:4][CH:5]=1.[NH:1]1[C:2]2[C:3](=[CH:9][CH:10]=[CH:6][CH:7]=2)[NH:4][C:16]1=[O:19], predict the reactants needed to synthesize it. The reactants are: [NH2:1][C:2]1[C:3]([CH2:9][C:10]([O:12]CC)=O)=[N:4][CH:5]=[C:6]([Br:8])[CH:7]=1.Cl.[C:16]([O-:19])(O)=O.[Na+]. (6) Given the product [CH2:1]([O:3][C:4]([C:6]1[CH:7]=[C:8]2[N:13]([C:14]=1[C:15]1[CH:20]=[CH:19][C:18]([F:21])=[CH:17][CH:16]=1)[CH:12]=[CH:11][C:10]([CH2:22][N:28]=[N+:29]=[N-:30])=[CH:9]2)=[O:5])[CH3:2], predict the reactants needed to synthesize it. The reactants are: [CH2:1]([O:3][C:4]([C:6]1[CH:7]=[C:8]2[N:13]([C:14]=1[C:15]1[CH:20]=[CH:19][C:18]([F:21])=[CH:17][CH:16]=1)[CH:12]=[CH:11][C:10]([CH2:22]OS(C)(=O)=O)=[CH:9]2)=[O:5])[CH3:2].[N-:28]=[N+:29]=[N-:30].[Na+]. (7) Given the product [F:1][C:2]1[C:7]2[N:8]3[C:14]([CH3:15])=[N:17][N:18]=[C:9]3[CH2:10][CH2:11][NH:12][C:6]=2[CH:5]=[CH:4][CH:3]=1, predict the reactants needed to synthesize it. The reactants are: [F:1][C:2]1[C:7]2[NH:8][C:9](=S)[CH2:10][CH2:11][NH:12][C:6]=2[CH:5]=[CH:4][CH:3]=1.[C:14]([NH:17][NH2:18])(=O)[CH3:15]. (8) Given the product [CH2:16]([N:15]([CH2:18][C:19]1[CH:20]=[C:21]([C:25]2[CH:30]=[CH:29][N:28]=[C:27]([NH:32][CH2:33][CH2:34][C:35]3[CH:40]=[CH:39][C:38]([OH:41])=[CH:37][CH:36]=3)[N:26]=2)[CH:22]=[CH:23][CH:24]=1)[CH2:14][CH2:13][C@@H:9]1[CH2:10][CH2:11][CH2:12][NH:8]1)[CH3:17], predict the reactants needed to synthesize it. The reactants are: C(OC([N:8]1[CH2:12][CH2:11][CH2:10][CH:9]1[CH2:13][CH2:14][N:15]([CH2:18][C:19]1[CH:24]=[CH:23][CH:22]=[C:21]([C:25]2[CH:30]=[CH:29][N:28]=[C:27](Cl)[N:26]=2)[CH:20]=1)[CH2:16][CH3:17])=O)(C)(C)C.[NH2:32][CH2:33][CH2:34][C:35]1[CH:40]=[CH:39][C:38]([OH:41])=[CH:37][CH:36]=1.